Dataset: Peptide-MHC class II binding affinity with 134,281 pairs from IEDB. Task: Regression. Given a peptide amino acid sequence and an MHC pseudo amino acid sequence, predict their binding affinity value. This is MHC class II binding data. (1) The peptide sequence is IVQTLNAMPEYQNLL. The MHC is DRB1_0405 with pseudo-sequence DRB1_0405. The binding affinity (normalized) is 0.617. (2) The binding affinity (normalized) is 0.763. The MHC is HLA-DPA10201-DPB11401 with pseudo-sequence HLA-DPA10201-DPB11401. The peptide sequence is AFKVAATAQNAAPAN. (3) The peptide sequence is QIADSQHKSHRQMVTTTNPL. The MHC is DRB1_0403 with pseudo-sequence DRB1_0403. The binding affinity (normalized) is 0.154. (4) The peptide sequence is TLYALSHAVNSYFDVD. The MHC is H-2-IAb with pseudo-sequence H-2-IAb. The binding affinity (normalized) is 0.823. (5) The MHC is HLA-DQA10102-DQB10602 with pseudo-sequence HLA-DQA10102-DQB10602. The peptide sequence is TSKLDAAYKLAYKTA. The binding affinity (normalized) is 0.281. (6) The peptide sequence is FETIVVTVDSLPEFK. The MHC is DRB1_0901 with pseudo-sequence DRB1_0901. The binding affinity (normalized) is 0.196.